The task is: Predict the product of the given reaction.. This data is from Forward reaction prediction with 1.9M reactions from USPTO patents (1976-2016). (1) Given the reactants [NH2:1][C:2]1[C:7]([OH:8])=[C:6]([Cl:9])[CH:5]=[C:4]([F:10])[C:3]=1[N:11]1[C:15](=[O:16])[N:14]([CH2:17][CH2:18][CH2:19][F:20])[N:13]=[N:12]1.[CH:21](I)([CH3:23])[CH3:22].C(=O)([O-])[O-].[K+].[K+], predict the reaction product. The product is: [NH2:1][C:2]1[C:7]([O:8][CH:21]([CH3:23])[CH3:22])=[C:6]([Cl:9])[CH:5]=[C:4]([F:10])[C:3]=1[N:11]1[C:15](=[O:16])[N:14]([CH2:17][CH2:18][CH2:19][F:20])[N:13]=[N:12]1. (2) The product is: [CH:13]([C:2]1[C:3]([C:9]([F:12])([F:11])[F:10])=[N:4][N:5]([CH3:8])[C:6]=1[CH3:7])=[CH2:14]. Given the reactants Br[C:2]1[C:3]([C:9]([F:12])([F:11])[F:10])=[N:4][N:5]([CH3:8])[C:6]=1[CH3:7].[C:13](P(C(C)(C)C)C1C=CC=CC=1)(C)(C)[CH3:14].C1(C(N)C2CCCCC2)CCCCC1.C=C.Cl, predict the reaction product.